Task: Predict the reactants needed to synthesize the given product.. Dataset: Full USPTO retrosynthesis dataset with 1.9M reactions from patents (1976-2016) (1) Given the product [CH3:27][C:24]([Si:11]([C:18]1[CH:19]=[CH:20][CH:21]=[CH:22][CH:23]=1)([C:12]1[CH:13]=[CH:14][CH:15]=[CH:16][CH:17]=1)[O:10][C:5]1[C:6]([O:8][CH3:9])=[CH:7][C:2]2[NH:1][CH:29]=[N:28][C:3]=2[CH:4]=1)([CH3:25])[CH3:26], predict the reactants needed to synthesize it. The reactants are: [NH2:1][C:2]1[CH:7]=[C:6]([O:8][CH3:9])[C:5]([O:10][Si:11]([C:24]([CH3:27])([CH3:26])[CH3:25])([C:18]2[CH:23]=[CH:22][CH:21]=[CH:20][CH:19]=2)[C:12]2[CH:17]=[CH:16][CH:15]=[CH:14][CH:13]=2)=[CH:4][C:3]=1[NH:28][CH:29]=O.S([O-])([O-])(=O)=O.[Mg+2].C1(C)C=CC(S([O-])(=O)=O)=CC=1.[NH+]1C=CC=CC=1.C([O-])(O)=O.[Na+]. (2) Given the product [CH3:35][C:11]1([CH3:36])[C:12]2[C:17](=[CH:16][C:15]([CH:18]([CH2:30][CH2:31][CH2:32][CH2:33][CH3:34])[C:19]#[C:20][C:21]3[CH:22]=[CH:23][C:24]([C:27]([OH:29])=[O:28])=[CH:25][CH:26]=3)=[CH:14][CH:13]=2)[NH:8][CH2:9][CH2:10]1, predict the reactants needed to synthesize it. The reactants are: C(OC([N:8]1[C:17]2[C:12](=[CH:13][CH:14]=[C:15]([CH:18]([CH2:30][CH2:31][CH2:32][CH2:33][CH3:34])[C:19]#[C:20][C:21]3[CH:26]=[CH:25][C:24]([C:27]([OH:29])=[O:28])=[CH:23][CH:22]=3)[CH:16]=2)[C:11]([CH3:36])([CH3:35])[CH2:10][CH2:9]1)=O)(C)(C)C. (3) Given the product [N+:10]([C:6]1[CH:7]=[CH:8][CH:9]=[C:4]2[C:5]=1[CH2:13][N:17]([CH:18]1[CH2:23][CH2:22][C:21](=[O:24])[NH:20][C:19]1=[O:25])[C:3]2=[O:15])([O-:12])=[O:11], predict the reactants needed to synthesize it. The reactants are: CO[C:3](=[O:15])[C:4]1[CH:9]=[CH:8][CH:7]=[C:6]([N+:10]([O-:12])=[O:11])[C:5]=1[CH2:13]Br.Cl.[NH2:17][CH:18]1[CH2:23][CH2:22][C:21](=[O:24])[NH:20][C:19]1=[O:25].CC(O)C.C(N(CC)CC)C. (4) Given the product [NH2:46][C:42]1[N:41]=[C:40]([C:47]2[CH:48]=[N:49][CH:50]=[CH:51][CH:52]=2)[C:39]([C:38]2[CH:37]=[CH:36][N:35]=[CH:34][C:33]=2[F:32])=[CH:44][C:43]=1[NH:45][C:7]([C:5]1[CH:4]=[N:3][CH:2]=[N:1][CH:6]=1)=[O:9], predict the reactants needed to synthesize it. The reactants are: [N:1]1[CH:6]=[C:5]([C:7]([OH:9])=O)[CH:4]=[N:3][CH:2]=1.Cl.CN(C)CCCN=C=NCC.N1(O)C2C=CC=CC=2N=N1.[F:32][C:33]1[CH:34]=[N:35][CH:36]=[CH:37][C:38]=1[C:39]1[C:40]([C:47]2[CH:48]=[N:49][CH:50]=[CH:51][CH:52]=2)=[N:41][C:42]([NH2:46])=[C:43]([NH2:45])[CH:44]=1. (5) The reactants are: [CH3:1][O:2][N:3]=[CH:4]/[C:5](/[CH3:16])=[CH:6]/[C@@H:7]1[C@@H:9]([C:10]([O:12]C)=[O:11])[C:8]1([CH3:15])[CH3:14].[OH-].[Na+].CO. Given the product [CH3:1][O:2][N:3]=[CH:4]/[C:5](/[CH3:16])=[CH:6]/[C@@H:7]1[C@@H:9]([C:10]([OH:12])=[O:11])[C:8]1([CH3:15])[CH3:14], predict the reactants needed to synthesize it. (6) Given the product [CH2:22]([O:21][CH:19]1[CH:18]([NH:30][C:31]([CH:33]2[CH2:37][CH2:36][CH2:35][N:34]2[C:38](=[O:52])[CH:39]([NH:41][C:6](=[O:8])[C:5]2[C:4]([F:13])=[C:3]([F:14])[C:2]([NH2:1])=[C:10]([F:11])[C:9]=2[F:12])[CH3:40])=[O:32])[CH2:17][C:16](=[O:15])[O:20]1)[C:23]1[CH:24]=[CH:25][CH:26]=[CH:27][CH:28]=1, predict the reactants needed to synthesize it. The reactants are: [NH2:1][C:2]1[C:10]([F:11])=[C:9]([F:12])[C:5]([C:6]([OH:8])=O)=[C:4]([F:13])[C:3]=1[F:14].[O:15]=[C:16]1[O:20][CH:19]([O:21][CH2:22][CH2:23][C:24]2C=[CH:28][CH:27]=[CH:26][CH:25]=2)[CH:18]([NH:30][C:31]([CH:33]2[CH2:37][CH2:36][CH2:35][N:34]2[C:38](=[O:52])[CH:39]([NH:41]C(=O)C2C=CC(N)=C(Cl)C=2)[CH3:40])=[O:32])[CH2:17]1.